Dataset: Catalyst prediction with 721,799 reactions and 888 catalyst types from USPTO. Task: Predict which catalyst facilitates the given reaction. (1) Reactant: CN(C=O)C.Cl[C:7]1[CH:12]=[CH:11][CH:10]=[C:9]([Cl:13])[N:8]=1.[Cl:14][C:15]1[CH:20]=[C:19]([Cl:21])[CH:18]=[CH:17][C:16]=1[OH:22].C(=O)([O-])[O-].[K+].[K+]. Product: [Cl:13][C:9]1[CH:10]=[CH:11][CH:12]=[C:7]([O:22][C:16]2[CH:17]=[CH:18][C:19]([Cl:21])=[CH:20][C:15]=2[Cl:14])[N:8]=1. The catalyst class is: 6. (2) Reactant: Cl[C:2]1[C:11]([C:12]2[CH:17]=[CH:16][CH:15]=[CH:14][CH:13]=2)=[C:10]([Cl:18])[C:9]2[C:4](=[CH:5][CH:6]=[C:7]([C:19]([C:31]3[N:35]([CH3:36])[CH:34]=[N:33][CH:32]=3)([C:21]3[CH:22]=[N:23][C:24]([C:27]([F:30])([F:29])[F:28])=[CH:25][CH:26]=3)[OH:20])[CH:8]=2)[N:3]=1.Cl.[CH3:38][NH:39][O:40][CH3:41]. Product: [Cl:18][C:10]1[C:9]2[C:4](=[CH:5][CH:6]=[C:7]([C:19]([C:31]3[N:35]([CH3:36])[CH:34]=[N:33][CH:32]=3)([C:21]3[CH:22]=[N:23][C:24]([C:27]([F:30])([F:28])[F:29])=[CH:25][CH:26]=3)[OH:20])[CH:8]=2)[N:3]=[C:2]([N:39]([O:40][CH3:41])[CH3:38])[C:11]=1[C:12]1[CH:17]=[CH:16][CH:15]=[CH:14][CH:13]=1. The catalyst class is: 9. (3) Reactant: [CH3:1][C@H:2]1[NH:7][C@@H:6]([CH3:8])[CH2:5][N:4]([C:9]2[CH:17]=[C:16]3[C:12]([CH2:13][CH2:14][NH:15]3)=[CH:11][C:10]=2[O:18][CH3:19])[CH2:3]1.C[Al](C)C.[C:24]([NH:27][C:28]1[N:33]=[C:32]([CH3:34])[C:31]([C:35]2[CH:44]=[CH:43][C:38]([C:39](OC)=[O:40])=[CH:37][CH:36]=2)=[CH:30][CH:29]=1)(=[O:26])[CH3:25]. Product: [C:24]([NH:27][C:28]1[N:33]=[C:32]([CH3:34])[C:31]([C:35]2[CH:44]=[CH:43][C:38]([C:39]([N:15]3[C:16]4[C:12](=[CH:11][C:10]([O:18][CH3:19])=[C:9]([N:4]5[CH2:5][C@H:6]([CH3:8])[NH:7][C@H:2]([CH3:1])[CH2:3]5)[CH:17]=4)[CH2:13][CH2:14]3)=[O:40])=[CH:37][CH:36]=2)=[CH:30][CH:29]=1)(=[O:26])[CH3:25]. The catalyst class is: 11. (4) Reactant: [CH3:1][O:2][C:3]1[CH:9]=[CH:8][C:6]([NH2:7])=[CH:5][CH:4]=1.[Cl:10][CH2:11][C:12](O)=[O:13].CCN=C=NCCCN(C)C.C1C=CC2N(O)N=NC=2C=1.CN1CCOCC1. Product: [Cl:10][CH2:11][C:12]([NH:7][C:6]1[CH:8]=[CH:9][C:3]([O:2][CH3:1])=[CH:4][CH:5]=1)=[O:13]. The catalyst class is: 2. (5) Reactant: [OH-].[Na+].C[O:4][C:5](=O)[C:6]1[CH:11]=[C:10]([O:12][CH2:13][CH2:14][CH3:15])[CH:9]=[CH:8][C:7]=1[I:16].Cl.C1N=C[N:21](C(N2C=NC=C2)=O)C=1.N. Product: [I:16][C:7]1[CH:8]=[CH:9][C:10]([O:12][CH2:13][CH2:14][CH3:15])=[CH:11][C:6]=1[C:5]([NH2:21])=[O:4]. The catalyst class is: 72. (6) Reactant: C(OC(=O)[NH:7][C:8]1[CH:13]=[CH:12][C:11]([C:14]2[CH:19]=[CH:18][CH:17]=[CH:16][CH:15]=2)=[CH:10][C:9]=1[NH2:20])(C)(C)C.[Cl:22][C:23]1[CH:24]=[C:25]([C:29]2OC(C)(C)O[C:31](=[O:37])[CH:30]=2)[CH:26]=[CH:27][CH:28]=1.C(O)(C(F)(F)F)=O. Product: [Cl:22][C:23]1[CH:24]=[C:25]([C:29]2[CH2:30][C:31](=[O:37])[NH:20][C:9]3[CH:10]=[C:11]([C:14]4[CH:19]=[CH:18][CH:17]=[CH:16][CH:15]=4)[CH:12]=[CH:13][C:8]=3[N:7]=2)[CH:26]=[CH:27][CH:28]=1. The catalyst class is: 2.